From a dataset of Reaction yield outcomes from USPTO patents with 853,638 reactions. Predict the reaction yield, written as a fraction of the theoretical maximum amount of product (1.0 means a 100% yield; for example, 0.34 means a 34% yield). (1) The reactants are [CH3:1][N:2]([CH3:12])[C:3]1[CH:8]=[CH:7][C:6]([N+:9]([O-])=O)=[CH:5][N:4]=1. The catalyst is CO.[Pd]. The product is [CH3:1][N:2]([CH3:12])[C:3]1[CH:8]=[CH:7][C:6]([NH2:9])=[CH:5][N:4]=1. The yield is 0.730. (2) The reactants are Cl[C:2]1[N:9]=[C:8]([NH:10][C:11]2[CH:15]=[C:14]([CH:16]3[CH2:18][CH2:17]3)[NH:13][N:12]=2)[C:7]([F:19])=[C:6]([I:20])[C:3]=1[C:4]#[N:5].[F:21][C:22]1[CH:27]=[CH:26][C:25]([C@@H:28]([NH2:30])[CH3:29])=[CH:24][CH:23]=1.CCN(C(C)C)C(C)C. The catalyst is CCCCO.O. The product is [CH:16]1([C:14]2[NH:13][N:12]=[C:11]([NH:10][C:8]3[C:7]([F:19])=[C:6]([I:20])[C:3]([C:4]#[N:5])=[C:2]([NH:30][C@H:28]([C:25]4[CH:26]=[CH:27][C:22]([F:21])=[CH:23][CH:24]=4)[CH3:29])[N:9]=3)[CH:15]=2)[CH2:18][CH2:17]1. The yield is 0.200. (3) The reactants are [CH2:1]([C@@H:8]1[CH2:12][O:11][C:10](=[O:13])[N:9]1[C:14](=[O:17])[CH2:15][CH3:16])[C:2]1[CH:7]=[CH:6][CH:5]=[CH:4][CH:3]=1.CCN(C(C)C)C(C)C.[CH:27]([C@H:29]1[CH2:33][O:32][C:31]([CH3:35])([CH3:34])[N:30]1[C:36]([O:38][C:39]([CH3:42])([CH3:41])[CH3:40])=[O:37])=[O:28]. The catalyst is C(Cl)Cl.Cl[Ti](Cl)(Cl)Cl. The product is [CH2:1]([C@@H:8]1[CH2:12][O:11][C:10](=[O:13])[N:9]1[C:14](=[O:17])[C@H:15]([CH3:16])[C@H:27]([C@H:29]1[CH2:33][O:32][C:31]([CH3:35])([CH3:34])[N:30]1[C:36]([O:38][C:39]([CH3:42])([CH3:41])[CH3:40])=[O:37])[OH:28])[C:2]1[CH:3]=[CH:4][CH:5]=[CH:6][CH:7]=1. The yield is 0.580.